From a dataset of HIV replication inhibition screening data with 41,000+ compounds from the AIDS Antiviral Screen. Binary Classification. Given a drug SMILES string, predict its activity (active/inactive) in a high-throughput screening assay against a specified biological target. The compound is O=C1Sc2ccc(Br)cc2C(=O)N2CSCC12. The result is 0 (inactive).